Regression/Classification. Given a drug SMILES string, predict its absorption, distribution, metabolism, or excretion properties. Task type varies by dataset: regression for continuous measurements (e.g., permeability, clearance, half-life) or binary classification for categorical outcomes (e.g., BBB penetration, CYP inhibition). For this dataset (solubility_aqsoldb), we predict Y. From a dataset of Aqueous solubility values for 9,982 compounds from the AqSolDB database. (1) The compound is CCCCC(CC)COC(=O)c1ccc(N)cc1. The Y is -5.05 log mol/L. (2) The drug is COc1cc(O)c2c(=O)c3cc(O)ccc3oc2c1. The Y is -2.93 log mol/L.